Dataset: Full USPTO retrosynthesis dataset with 1.9M reactions from patents (1976-2016). Task: Predict the reactants needed to synthesize the given product. (1) Given the product [Br:1][C:2]1[CH:3]=[C:4]2[O:9][CH2:8][CH2:7][N:6]3[C:5]2=[C:19]([CH:20]=1)[CH:21]=[C:13]([C:14]([O:16][CH2:17][CH3:18])=[O:15])[CH2:12][CH2:11][CH2:10]3, predict the reactants needed to synthesize it. The reactants are: [Br:1][C:2]1[CH:20]=[C:19]([CH:21]=O)[C:5]2[N:6]([CH2:10][CH2:11][CH2:12][CH2:13][C:14]([O:16][CH2:17][CH3:18])=[O:15])[CH2:7][CH2:8][O:9][C:4]=2[CH:3]=1.[O-]CC.[Na+].O. (2) Given the product [CH3:1][N:2]=[S:3]([C:6]1[CH:23]=[CH:22][C:9]([CH2:10][NH2:11])=[CH:8][CH:7]=1)([CH3:5])=[O:4], predict the reactants needed to synthesize it. The reactants are: [CH3:1][N:2]=[S:3]([C:6]1[CH:23]=[CH:22][C:9]([CH2:10][N:11]2C(=O)C3C(=CC=CC=3)C2=O)=[CH:8][CH:7]=1)([CH3:5])=[O:4].NCCN.C(#N)C.O1CCCC1. (3) Given the product [N:14]1[N:15]2[CH:20]=[CH:19][N:18]=[CH:17][C:16]2=[C:27]([C:29]2[N:37]=[C:36]3[C:32]([N:33]([CH2:45][O:46][CH2:47][CH2:48][Si:49]([CH3:51])([CH3:50])[CH3:52])[C:34](=[O:44])[N:35]3[CH:38]3[CH2:39][CH2:40][O:41][CH2:42][CH2:43]3)=[CH:31][N:30]=2)[CH:28]=1, predict the reactants needed to synthesize it. The reactants are: CC1C=C(C)C=C(C)C=1S([O-])(=O)=O.[NH2:14][N+:15]1[CH:20]=[CH:19][N:18]=[CH:17][CH:16]=1.C(=O)([O-])[O-].[K+].[K+].[C:27]([C:29]1[N:37]=[C:36]2[C:32]([N:33]([CH2:45][O:46][CH2:47][CH2:48][Si:49]([CH3:52])([CH3:51])[CH3:50])[C:34](=[O:44])[N:35]2[CH:38]2[CH2:43][CH2:42][O:41][CH2:40][CH2:39]2)=[CH:31][N:30]=1)#[CH:28]. (4) Given the product [OH2:3].[ClH:5].[ClH:5].[CH3:7][O:8][C:9](=[O:65])[NH:10][C@H:11]([C:15]([N:17]1[CH2:21][CH2:20][CH2:19][C@H:18]1[C:22]1[NH:23][CH:24]=[C:25]([C:27]2[CH:28]=[CH:29][C:30]([C:33]3[CH:38]=[CH:37][C:36]([NH:39][C:40]([C:42]4[CH:43]=[N:44][C:45]([N:48]5[CH2:53][C@H:52]([CH3:54])[N:51]([C:55](=[O:58])[NH:56][CH3:57])[CH2:50][C@H:49]5[CH3:59])=[CH:46][CH:47]=4)=[O:41])=[CH:35][C:34]=3[O:60][C:61]([F:64])([F:62])[F:63])=[CH:31][CH:32]=2)[N:26]=1)=[O:16])[CH:12]([CH3:13])[CH3:14], predict the reactants needed to synthesize it. The reactants are: CC(C)=[O:3].[ClH:5].Cl.[CH3:7][O:8][C:9](=[O:65])[NH:10][C@H:11]([C:15]([N:17]1[CH2:21][CH2:20][CH2:19][C@H:18]1[C:22]1[NH:23][CH:24]=[C:25]([C:27]2[CH:32]=[CH:31][C:30]([C:33]3[CH:38]=[CH:37][C:36]([NH:39][C:40]([C:42]4[CH:43]=[N:44][C:45]([N:48]5[CH2:53][C@H:52]([CH3:54])[N:51]([C:55](=[O:58])[NH:56][CH3:57])[CH2:50][C@H:49]5[CH3:59])=[CH:46][CH:47]=4)=[O:41])=[CH:35][C:34]=3[O:60][C:61]([F:64])([F:63])[F:62])=[CH:29][CH:28]=2)[N:26]=1)=[O:16])[CH:12]([CH3:14])[CH3:13]. (5) Given the product [Cl:8][C:2]1[CH:3]=[CH:4][CH:5]=[CH:6][C:1]=1[CH2:7][S:15][C:14]1[N:16]=[C:22]([Cl:21])[S:25][N:13]=1, predict the reactants needed to synthesize it. The reactants are: [C:1]1([CH3:7])[CH:6]=[CH:5][CH:4]=[CH:3][CH:2]=1.[ClH:8].ClC1C=CC=CC=1C[NH:13][C:14](=[NH:16])[SH:15].[Cl:21][C:22]([SH:25])(Cl)Cl.[OH-].[Na+]. (6) Given the product [C:1]([C:5]1[CH:6]=[C:7]([N:15]2[C:16]([C:26]([N:29]3[CH2:34][CH2:33][CH2:32][CH2:31][CH2:30]3)=[O:27])=[C:17]([CH3:25])[C:18]([C:20]([O:22][CH2:23][CH3:24])=[O:21])=[CH:19]2)[CH:8]=[C:9]([C:11]2([CH3:14])[CH2:13][CH2:12]2)[CH:10]=1)([CH3:3])([CH3:4])[CH3:2], predict the reactants needed to synthesize it. The reactants are: [C:1]([C:5]1[CH:6]=[C:7]([N:15]2[CH:19]=[C:18]([C:20]([O:22][CH2:23][CH3:24])=[O:21])[C:17]([CH3:25])=[C:16]2[C:26](O)=[O:27])[CH:8]=[C:9]([C:11]2([CH3:14])[CH2:13][CH2:12]2)[CH:10]=1)([CH3:4])([CH3:3])[CH3:2].[NH:29]1[CH2:34][CH2:33][CH2:32][CH2:31][CH2:30]1.CN(C(ON1N=NC2C=CC=NC1=2)=[N+](C)C)C.F[P-](F)(F)(F)(F)F. (7) The reactants are: [CH2:1]([C@H:3]1[O:8][C@:7]([C@@H:10]2[CH2:14][S:13][C:12](=[O:15])[N:11]2[CH2:16][C:17]2[CH:22]=[CH:21][C:20]([O:23][CH3:24])=[CH:19][CH:18]=2)([OH:9])[CH2:6][C@H:5]([OH:25])[CH2:4]1)[CH3:2].O[C@:27]1([C@@H]2CSC(=O)N2CC2C=CC(OC)=CC=2)C[C@@H](O)C[C@@H](CCCC=C)O1. Given the product [CH2:1]([C@H:3]1[O:8][C@:7]([C@@H:10]2[CH2:14][S:13][C:12](=[O:15])[N:11]2[CH2:16][C:17]2[CH:18]=[CH:19][C:20]([O:23][CH3:24])=[CH:21][CH:22]=2)([O:9][CH3:27])[CH2:6][C@H:5]([OH:25])[CH2:4]1)[CH3:2], predict the reactants needed to synthesize it. (8) Given the product [CH2:1]([O:3][C:4](=[O:34])[CH2:5][C:6]1[CH:7]=[C:8]([C:14]2[CH:19]=[CH:18][C:17]([C:20]3[CH:21]=[C:22]4[C:27](=[CH:28][CH:29]=3)[N:26]=[CH:25][CH:24]=[CH:23]4)=[CH:16][C:15]=2[CH2:30][N:31]([C:38]([CH:35]2[CH2:37][CH2:36]2)=[O:39])[CH2:32][CH3:33])[C:9]([O:12][CH3:13])=[CH:10][CH:11]=1)[CH3:2], predict the reactants needed to synthesize it. The reactants are: [CH2:1]([O:3][C:4](=[O:34])[CH2:5][C:6]1[CH:7]=[C:8]([C:14]2[CH:19]=[CH:18][C:17]([C:20]3[CH:21]=[C:22]4[C:27](=[CH:28][CH:29]=3)[N:26]=[CH:25][CH:24]=[CH:23]4)=[CH:16][C:15]=2[CH2:30][NH:31][CH2:32][CH3:33])[C:9]([O:12][CH3:13])=[CH:10][CH:11]=1)[CH3:2].[CH:35]1([C:38](Cl)=[O:39])[CH2:37][CH2:36]1. (9) Given the product [OH:4][C:5]1[CH:10]=[CH:9][C:8]([C:11]2[C:12]([O:40][CH3:41])=[CH:13][CH:14]=[C:15]([C:17]([NH:18][C:19]3[CH:24]=[CH:23][C:22]([C:25]4[CH:30]=[CH:29][C:28]([O:31][CH:32]5[CH2:33][CH2:34][N:35]([CH3:38])[CH2:36][CH2:37]5)=[CH:27][CH:26]=4)=[CH:21][CH:20]=3)=[O:39])[CH:16]=2)=[CH:7][CH:6]=1, predict the reactants needed to synthesize it. The reactants are: C([O:4][C:5]1[CH:10]=[CH:9][C:8]([C:11]2[CH:16]=[C:15]([C:17](=[O:39])[NH:18][C:19]3[CH:24]=[CH:23][C:22]([C:25]4[CH:30]=[CH:29][C:28]([O:31][CH:32]5[CH2:37][CH2:36][N:35]([CH3:38])[CH2:34][CH2:33]5)=[CH:27][CH:26]=4)=[CH:21][CH:20]=3)[CH:14]=[CH:13][C:12]=2[O:40][CH3:41])=[CH:7][CH:6]=1)(=O)C.